This data is from Forward reaction prediction with 1.9M reactions from USPTO patents (1976-2016). The task is: Predict the product of the given reaction. Given the reactants [F:1][C:2]1[CH:11]=[CH:10][C:9]([O:12][CH3:13])=[C:8]2[C:3]=1[CH2:4][CH2:5][CH:6]([C:15]([O:17][CH3:18])=[O:16])[CH:7]2O.O.C1(C)C=CC(S(O)(=O)=O)=CC=1, predict the reaction product. The product is: [F:1][C:2]1[CH:11]=[CH:10][C:9]([O:12][CH3:13])=[C:8]2[C:3]=1[CH2:4][CH2:5][C:6]([C:15]([O:17][CH3:18])=[O:16])=[CH:7]2.